Dataset: Full USPTO retrosynthesis dataset with 1.9M reactions from patents (1976-2016). Task: Predict the reactants needed to synthesize the given product. (1) Given the product [O:8]=[C:6]1[NH:7][CH:3]([CH2:2][O:1][C:13](=[O:15])/[CH:12]=[CH:11]/[C:10]([O:17][CH2:18][CH:19]2[C:63](=[O:64])[NH:61][C:62](=[O:36])[NH:20]2)=[O:16])[C:4](=[O:9])[NH:5]1, predict the reactants needed to synthesize it. The reactants are: [OH:1][CH2:2][CH:3]1[NH:7][C:6](=[O:8])[NH:5][C:4]1=[O:9].[C:10]([OH:17])(=[O:16])/[CH:11]=[CH:12]/[C:13]([OH:15])=O.[CH3:18][CH2:19][N:20]=C=NCCCN(C)C.CN(C([O:36]N1N=NC2C=CC=CC1=2)=[N+](C)C)C.F[P-](F)(F)(F)(F)F.C(N(CC)CC)C.C[N:61]([CH:63]=[O:64])[CH3:62]. (2) Given the product [CH3:14][C:13]1[C:16]([CH2:17][CH2:18][CH2:19][CH2:20][CH2:21][C:22]([OH:24])=[O:23])([CH3:25])[C:8]2[C:3](=[CH:4][CH:5]=[C:6]([S:9]([OH:12])(=[O:11])=[O:10])[CH:7]=2)[N:1]=1, predict the reactants needed to synthesize it. The reactants are: [NH:1]([C:3]1[CH:8]=[CH:7][C:6]([S:9]([OH:12])(=[O:11])=[O:10])=[CH:5][CH:4]=1)N.[C:13]([CH:16]([CH3:25])[CH2:17][CH2:18][CH2:19][CH2:20][CH2:21][C:22]([OH:24])=[O:23])(=O)[CH3:14]. (3) Given the product [CH3:28][O:27][C:20]1[C:19]([C:18]2[C:6]3[C:5](=[CH:4][C:3]([O:2][CH3:1])=[C:8]([O:9][CH3:10])[CH:7]=3)[C@@H:11]3[C@@H:12]([CH2:13][CH2:14][CH2:15][CH2:16]3)[N:17]=2)=[CH:24][CH:23]=[C:22]([O:25][CH3:26])[N:21]=1, predict the reactants needed to synthesize it. The reactants are: [CH3:1][O:2][C:3]1[CH:4]=[C:5]([C@H:11]2[CH2:16][CH2:15][CH2:14][CH2:13][C@H:12]2[NH:17][C:18](=O)[C:19]2[CH:24]=[CH:23][C:22]([O:25][CH3:26])=[N:21][C:20]=2[O:27][CH3:28])[CH:6]=[CH:7][C:8]=1[O:9][CH3:10].P(Cl)(Cl)(Cl)(Cl)Cl.[OH-].[Na+].O. (4) Given the product [Br:1][C:2]1[CH:9]=[CH:8][C:5]([CH2:6][NH:7][C:21](=[O:22])[CH:20]([C:15]2[CH:16]=[CH:17][CH:18]=[C:19]3[C:14]=2[CH:13]=[CH:12][N:11]=[CH:10]3)[CH2:24][CH3:25])=[CH:4][CH:3]=1, predict the reactants needed to synthesize it. The reactants are: [Br:1][C:2]1[CH:9]=[CH:8][C:5]([CH2:6][NH2:7])=[CH:4][CH:3]=1.[CH:10]1[C:19]2[C:14](=[C:15]([CH:20]([CH2:24][CH3:25])[C:21](O)=[O:22])[CH:16]=[CH:17][CH:18]=2)[CH:13]=[CH:12][N:11]=1.C1C2C(=C(CC(O)=O)C=CC=2)C=CN=1. (5) The reactants are: [Cl:1][C:2]1[N:10]=[C:9]2[C:5]([NH:6][CH:7]=[N:8]2)=[C:4](Cl)[N:3]=1.C(N(CC)CC)C.[Cl:19][C:20]1[CH:27]=[CH:26][C:23]([CH2:24][NH2:25])=[CH:22][CH:21]=1. Given the product [Cl:1][C:2]1[N:10]=[C:9]2[C:5]([NH:6][CH:7]=[N:8]2)=[C:4]([NH:25][CH2:24][C:23]2[CH:26]=[CH:27][C:20]([Cl:19])=[CH:21][CH:22]=2)[N:3]=1, predict the reactants needed to synthesize it.